From a dataset of Peptide-MHC class I binding affinity with 185,985 pairs from IEDB/IMGT. Regression. Given a peptide amino acid sequence and an MHC pseudo amino acid sequence, predict their binding affinity value. This is MHC class I binding data. (1) The peptide sequence is FVIGGMTGV. The MHC is HLA-A69:01 with pseudo-sequence HLA-A69:01. The binding affinity (normalized) is 0.906. (2) The peptide sequence is CLSDEINHV. The MHC is HLA-A29:02 with pseudo-sequence HLA-A29:02. The binding affinity (normalized) is 0.0847.